From a dataset of Blood-brain barrier permeability classification from the B3DB database. Regression/Classification. Given a drug SMILES string, predict its absorption, distribution, metabolism, or excretion properties. Task type varies by dataset: regression for continuous measurements (e.g., permeability, clearance, half-life) or binary classification for categorical outcomes (e.g., BBB penetration, CYP inhibition). Dataset: b3db_classification. (1) The drug is CC(C)(C)c1cc(CN2CCN(CC(O)c3ccc(Cl)cc3)CC2)cc(C(C)(C)C)c1O. The result is 1 (penetrates BBB). (2) The molecule is FCOC(C(F)(F)F)C(F)(F)F. The result is 1 (penetrates BBB). (3) The molecule is NC(=O)OC[C@@H](O)COc1ccc(Cl)cc1. The result is 1 (penetrates BBB). (4) The compound is O=C1C2C3C=CC(C4C=CC43)C2C(=O)N1CCCCN1CCN(c2ncccn2)CC1. The result is 1 (penetrates BBB). (5) The drug is C[C@H]1c2cccc(O)c2C(O)=C2C(=O)[C@@]3(O)C(O)=C(C(N)=O)C(=O)[C@@H](N(C)C)[C@H]3[C@@H](O)[C@H]21. The result is 0 (does not penetrate BBB). (6) The molecule is C=CCN1CC[C@]23c4c5ccc(O)c4O[C@H]2C(=O)CC[C@]3(O)[C@H]1C5. The result is 1 (penetrates BBB).